This data is from Forward reaction prediction with 1.9M reactions from USPTO patents (1976-2016). The task is: Predict the product of the given reaction. (1) Given the reactants C(OP([CH2:9][C:10]([O:12][C:13]([CH3:16])([CH3:15])[CH3:14])=[O:11])(OCC)=O)C.[H-].[Na+].[CH2:19]([O:26][C:27]1[CH:34]=[CH:33][C:30]([CH:31]=O)=[CH:29][CH:28]=1)[C:20]1[CH:25]=[CH:24][CH:23]=[CH:22][CH:21]=1, predict the reaction product. The product is: [CH2:19]([O:26][C:27]1[CH:28]=[CH:29][C:30](/[CH:31]=[CH:9]/[C:10]([O:12][C:13]([CH3:14])([CH3:15])[CH3:16])=[O:11])=[CH:33][CH:34]=1)[C:20]1[CH:21]=[CH:22][CH:23]=[CH:24][CH:25]=1. (2) Given the reactants [CH3:1][C:2]1[CH:3]=[C:4]([NH:9][C:10]2[C:15]([C:16]([NH2:18])=[O:17])=[C:14]([S:19][CH3:20])[N:13]=[C:12]([S:21][CH2:22][CH3:23])[N:11]=2)[CH:5]=[C:6]([CH3:8])[CH:7]=1.C1C=C(Cl)C=C(C(OO)=[O:32])C=1, predict the reaction product. The product is: [CH3:1][C:2]1[CH:3]=[C:4]([NH:9][C:10]2[C:15]([C:16]([NH2:18])=[O:17])=[C:14]([S:19]([CH3:20])=[O:32])[N:13]=[C:12]([S:21][CH2:22][CH3:23])[N:11]=2)[CH:5]=[C:6]([CH3:8])[CH:7]=1. (3) Given the reactants [C:1]1([CH3:32])[CH:6]=[CH:5][C:4]([S:7]([O:10][CH2:11][C@@H:12]([O:22][CH2:23][P:24]([CH:29]([CH3:31])[CH3:30])([CH:26]([CH3:28])[CH3:27])=[O:25])[CH2:13][O:14]CC2C=CC=CC=2)(=[O:9])=[O:8])=[CH:3][CH:2]=1, predict the reaction product. The product is: [C:1]1([CH3:32])[CH:6]=[CH:5][C:4]([S:7]([O:10][CH2:11][C@@H:12]([O:22][CH2:23][P:24]([CH:29]([CH3:31])[CH3:30])([CH:26]([CH3:27])[CH3:28])=[O:25])[CH2:13][OH:14])(=[O:9])=[O:8])=[CH:3][CH:2]=1.